This data is from Reaction yield outcomes from USPTO patents with 853,638 reactions. The task is: Predict the reaction yield, written as a fraction of the theoretical maximum amount of product (1.0 means a 100% yield; for example, 0.34 means a 34% yield). The reactants are [Cl-].O[NH3+:3].[C:4](=[O:7])([O-])[OH:5].[Na+].CS(C)=O.[CH3:13][C:14]1[N:15]([C:39]2[CH:44]=[CH:43][CH:42]=[CH:41][CH:40]=2)[C:16](=[O:38])[C:17]([CH2:23][C:24]2[CH:29]=[CH:28][C:27]([C:30]3[C:31]([C:36]#[N:37])=[CH:32][CH:33]=[CH:34][CH:35]=3)=[CH:26][CH:25]=2)=[C:18]([CH2:20][CH2:21][CH3:22])[N:19]=1. The catalyst is O.C(OCC)(=O)C. The product is [CH3:13][C:14]1[N:15]([C:39]2[CH:40]=[CH:41][CH:42]=[CH:43][CH:44]=2)[C:16](=[O:38])[C:17]([CH2:23][C:24]2[CH:29]=[CH:28][C:27]([C:30]3[CH:35]=[CH:34][CH:33]=[CH:32][C:31]=3[C:36]3[NH:3][C:4](=[O:7])[O:5][N:37]=3)=[CH:26][CH:25]=2)=[C:18]([CH2:20][CH2:21][CH3:22])[N:19]=1. The yield is 0.410.